From a dataset of NCI-60 drug combinations with 297,098 pairs across 59 cell lines. Regression. Given two drug SMILES strings and cell line genomic features, predict the synergy score measuring deviation from expected non-interaction effect. (1) Drug 1: CNC(=O)C1=CC=CC=C1SC2=CC3=C(C=C2)C(=NN3)C=CC4=CC=CC=N4. Drug 2: CCC1(CC2CC(C3=C(CCN(C2)C1)C4=CC=CC=C4N3)(C5=C(C=C6C(=C5)C78CCN9C7C(C=CC9)(C(C(C8N6C)(C(=O)OC)O)OC(=O)C)CC)OC)C(=O)OC)O.OS(=O)(=O)O. Cell line: KM12. Synergy scores: CSS=54.2, Synergy_ZIP=-1.42, Synergy_Bliss=-1.28, Synergy_Loewe=-7.36, Synergy_HSA=1.46. (2) Drug 2: CCC1(CC2CC(C3=C(CCN(C2)C1)C4=CC=CC=C4N3)(C5=C(C=C6C(=C5)C78CCN9C7C(C=CC9)(C(C(C8N6C)(C(=O)OC)O)OC(=O)C)CC)OC)C(=O)OC)O.OS(=O)(=O)O. Synergy scores: CSS=64.5, Synergy_ZIP=-6.18, Synergy_Bliss=-1.18, Synergy_Loewe=0.248, Synergy_HSA=1.02. Cell line: ACHN. Drug 1: CC1OCC2C(O1)C(C(C(O2)OC3C4COC(=O)C4C(C5=CC6=C(C=C35)OCO6)C7=CC(=C(C(=C7)OC)O)OC)O)O. (3) Drug 1: C1=CC(=CC=C1CCCC(=O)O)N(CCCl)CCCl. Drug 2: C1C(C(OC1N2C=NC3=C2NC=NCC3O)CO)O. Cell line: MCF7. Synergy scores: CSS=24.6, Synergy_ZIP=-4.35, Synergy_Bliss=-5.63, Synergy_Loewe=-5.80, Synergy_HSA=-4.02. (4) Drug 1: CC12CCC(CC1=CCC3C2CCC4(C3CC=C4C5=CN=CC=C5)C)O. Drug 2: C1CCC(C(C1)N)N.C(=O)(C(=O)[O-])[O-].[Pt+4]. Cell line: KM12. Synergy scores: CSS=17.6, Synergy_ZIP=-4.27, Synergy_Bliss=2.43, Synergy_Loewe=2.29, Synergy_HSA=2.79. (5) Cell line: HOP-92. Drug 1: C1=CN(C(=O)N=C1N)C2C(C(C(O2)CO)O)O.Cl. Synergy scores: CSS=19.8, Synergy_ZIP=-8.08, Synergy_Bliss=-1.85, Synergy_Loewe=-4.74, Synergy_HSA=-0.308. Drug 2: C1C(C(OC1N2C=NC(=NC2=O)N)CO)O. (6) Drug 1: CCC1=C2CN3C(=CC4=C(C3=O)COC(=O)C4(CC)O)C2=NC5=C1C=C(C=C5)O. Drug 2: CN(C(=O)NC(C=O)C(C(C(CO)O)O)O)N=O. Cell line: A549. Synergy scores: CSS=3.71, Synergy_ZIP=0.220, Synergy_Bliss=2.33, Synergy_Loewe=-5.83, Synergy_HSA=0.0785. (7) Drug 1: CS(=O)(=O)OCCCCOS(=O)(=O)C. Drug 2: CC(C)NC(=O)C1=CC=C(C=C1)CNNC.Cl. Cell line: ACHN. Synergy scores: CSS=4.16, Synergy_ZIP=-1.83, Synergy_Bliss=1.74, Synergy_Loewe=-7.88, Synergy_HSA=-3.07. (8) Drug 1: CC1C(C(CC(O1)OC2CC(OC(C2O)C)OC3=CC4=CC5=C(C(=O)C(C(C5)C(C(=O)C(C(C)O)O)OC)OC6CC(C(C(O6)C)O)OC7CC(C(C(O7)C)O)OC8CC(C(C(O8)C)O)(C)O)C(=C4C(=C3C)O)O)O)O. Drug 2: CC(C)(C#N)C1=CC(=CC(=C1)CN2C=NC=N2)C(C)(C)C#N. Synergy scores: CSS=51.4, Synergy_ZIP=5.63, Synergy_Bliss=6.94, Synergy_Loewe=-0.637, Synergy_HSA=-0.394. Cell line: OVCAR3. (9) Drug 1: CCC(=C(C1=CC=CC=C1)C2=CC=C(C=C2)OCCN(C)C)C3=CC=CC=C3.C(C(=O)O)C(CC(=O)O)(C(=O)O)O. Drug 2: C1=CN(C=N1)CC(O)(P(=O)(O)O)P(=O)(O)O. Cell line: ACHN. Synergy scores: CSS=1.41, Synergy_ZIP=1.89, Synergy_Bliss=5.80, Synergy_Loewe=-0.341, Synergy_HSA=-1.19.